The task is: Predict the reactants needed to synthesize the given product.. This data is from Full USPTO retrosynthesis dataset with 1.9M reactions from patents (1976-2016). (1) Given the product [F:21][C:16]1[CH:15]=[C:14]([CH:19]=[CH:18][C:17]=1[CH3:20])[CH2:13][N:10]([O:11][CH3:12])[C:8](=[O:9])[CH:7]=[C:5]([OH:6])[C:4]([NH:28][S:25]([CH3:24])(=[O:27])=[O:26])=[O:3], predict the reactants needed to synthesize it. The reactants are: CC1(C)[O:6][C:5](=[CH:7][C:8]([N:10]([CH2:13][C:14]2[CH:19]=[CH:18][C:17]([CH3:20])=[C:16]([F:21])[CH:15]=2)[O:11][CH3:12])=[O:9])[C:4](=O)[O:3]1.[CH3:24][S:25]([NH2:28])(=[O:27])=[O:26]. (2) The reactants are: [NH2:1][C:2]1[N:7]=[CH:6][N:5]=[C:4]2[N:8]([CH:12]([C:14]3[CH:21]=[C:20]([Cl:22])[C:17]([C:18]#[N:19])=[C:16]([CH:23]4[CH2:26][NH:25][CH2:24]4)[C:15]=3[O:27][CH2:28][CH3:29])[CH3:13])[N:9]=[C:10]([CH3:11])[C:3]=12.[CH3:30][C@H:31]1[CH2:33][O:32]1. Given the product [NH2:1][C:2]1[N:7]=[CH:6][N:5]=[C:4]2[N:8]([CH:12]([C:14]3[CH:21]=[C:20]([Cl:22])[C:17]([C:18]#[N:19])=[C:16]([CH:23]4[CH2:24][N:25]([CH2:30][C@@H:31]([OH:32])[CH3:33])[CH2:26]4)[C:15]=3[O:27][CH2:28][CH3:29])[CH3:13])[N:9]=[C:10]([CH3:11])[C:3]=12, predict the reactants needed to synthesize it. (3) Given the product [NH2:17][CH2:16][CH2:15][CH:14]([CH:12]1[CH2:11][CH2:10][CH:9]([CH2:8][CH2:7][CH:1]2[CH2:6][CH2:5][CH2:4][CH2:3][CH2:2]2)[O:13]1)[OH:24], predict the reactants needed to synthesize it. The reactants are: [CH:1]1([CH2:7][CH2:8][CH:9]2[O:13][CH:12]([CH:14]([OH:24])[CH2:15][CH2:16][NH:17]C(=O)C(F)(F)F)[CH2:11][CH2:10]2)[CH2:6][CH2:5][CH2:4][CH2:3][CH2:2]1.N.CO.C(Cl)Cl. (4) Given the product [CH3:22][O:23][C:24]([C:26]1[C:31]([CH:32]=[CH2:33])=[C:30]([NH2:34])[C:29]([F:21])=[C:28]([Cl:35])[N:27]=1)=[O:25], predict the reactants needed to synthesize it. The reactants are: [B-](F)(F)(F)F.[B-](F)(F)(F)F.C1[N+]2(CCl)CC[N+]([F:21])(CC2)C1.[CH3:22][O:23][C:24]([C:26]1[C:31]([CH:32]=[CH2:33])=[C:30]([NH2:34])[CH:29]=[C:28]([Cl:35])[N:27]=1)=[O:25]. (5) Given the product [OH:20][CH2:19][CH:13]1[CH2:14][CH:15]2[O:18][CH:12]1[CH:17]=[CH:16]2, predict the reactants needed to synthesize it. The reactants are: [H-].[Al+3].[Li+].[H-].[H-].[H-].O1CCCC1.[CH:12]12[O:18][CH:15]([CH:16]=[CH:17]1)[CH2:14][CH:13]2[C:19](OC)=[O:20].[OH-].[Na+]. (6) Given the product [CH:40]1([C:46]([O:6][CH2:5][CH2:4][CH:3]([F:7])[C:2]([F:1])([F:12])[S:8]([O-:11])(=[O:10])=[O:9])=[O:47])[CH2:45][CH2:44][CH2:43][CH2:42][CH2:41]1.[C:26]1([S+:19]([C:13]2[CH:14]=[CH:15][CH:16]=[CH:17][CH:18]=2)[C:20]2[CH:25]=[CH:24][CH:23]=[CH:22][CH:21]=2)[CH:27]=[CH:28][CH:29]=[CH:30][CH:31]=1, predict the reactants needed to synthesize it. The reactants are: [F:1][C:2]([F:12])([S:8]([O-:11])(=[O:10])=[O:9])[CH:3]([F:7])[CH2:4][CH2:5][OH:6].[C:13]1([S+:19]([C:26]2[CH:31]=[CH:30][CH:29]=[CH:28][CH:27]=2)[C:20]2[CH:25]=[CH:24][CH:23]=[CH:22][CH:21]=2)[CH:18]=[CH:17][CH:16]=[CH:15][CH:14]=1.CN(C)CCN(C)C.[CH:40]1([C:46](Cl)=[O:47])[CH2:45][CH2:44][CH2:43][CH2:42][CH2:41]1.C(=O)([O-])O.[Na+].